From a dataset of Reaction yield outcomes from USPTO patents with 853,638 reactions. Predict the reaction yield, written as a fraction of the theoretical maximum amount of product (1.0 means a 100% yield; for example, 0.34 means a 34% yield). (1) The reactants are [N:1]1([CH2:6][CH2:7][CH2:8][O:9][C:10]2[CH:15]=[CH:14][C:13]([C:16]3([C:22](=[S:24])[NH2:23])[CH2:21][CH2:20][O:19][CH2:18][CH2:17]3)=[CH:12][CH:11]=2)[CH2:5][CH2:4][CH2:3][CH2:2]1.[CH2:25](OC(OCC)CBr)[CH3:26]. The catalyst is Cl.C(O)C. The product is [N:1]1([CH2:6][CH2:7][CH2:8][O:9][C:10]2[CH:15]=[CH:14][C:13]([C:16]3([C:22]4[S:24][CH:25]=[CH:26][N:23]=4)[CH2:21][CH2:20][O:19][CH2:18][CH2:17]3)=[CH:12][CH:11]=2)[CH2:5][CH2:4][CH2:3][CH2:2]1. The yield is 0.160. (2) The reactants are [C:1]([CH2:3][C:4]([OH:6])=O)#[N:2].[Li]CCCC.[C:12]1([CH2:18]C(Cl)=O)[CH:17]=[CH:16][CH:15]=[CH:14][CH:13]=1. The catalyst is C1COCC1. The product is [O:6]=[C:4]([CH2:18][C:12]1[CH:17]=[CH:16][CH:15]=[CH:14][CH:13]=1)[CH2:3][C:1]#[N:2]. The yield is 0.400. (3) The reactants are [F:1][C:2]1[CH:3]=[CH:4][C:5]([CH2:8][O:9][C:10]2[CH:15]=[CH:14][NH:13][C:12](=[O:16])[CH:11]=2)=[N:6][CH:7]=1.Br[C:18]1[CH:23]=[CH:22][C:21]2[C:24]3[CH2:30][CH2:29][N:28]([C:31]([O:33][C:34]([CH3:37])([CH3:36])[CH3:35])=[O:32])[CH2:27][CH2:26][C:25]=3[O:38][C:20]=2[CH:19]=1.C([O-])([O-])=O.[Cs+].[Cs+].CN[C@@H]1CCCC[C@H]1NC. The catalyst is C1(C)C=CC=CC=1.[Cu]I. The product is [F:1][C:2]1[CH:3]=[CH:4][C:5]([CH2:8][O:9][C:10]2[CH:15]=[CH:14][N:13]([C:18]3[CH:23]=[CH:22][C:21]4[C:24]5[CH2:30][CH2:29][N:28]([C:31]([O:33][C:34]([CH3:36])([CH3:35])[CH3:37])=[O:32])[CH2:27][CH2:26][C:25]=5[O:38][C:20]=4[CH:19]=3)[C:12](=[O:16])[CH:11]=2)=[N:6][CH:7]=1. The yield is 0.230. (4) The reactants are [C:1]12([C:11]3[CH:12]=[C:13]([C:26]#[C:27][C:28]4([NH:36]C(=O)OC(C)(C)C)[CH2:33][O:32]C(C)(C)[O:30][CH2:29]4)[CH:14]=[CH:15][C:16]=3[O:17][CH2:18][CH2:19][CH2:20][CH2:21][CH2:22][CH2:23][CH2:24][CH3:25])[CH2:10][CH:5]3[CH2:6][CH:7]([CH2:9][CH:3]([CH2:4]3)[CH2:2]1)[CH2:8]2. The catalyst is CCO.C(C(O)=O)(F)(F)F.[Pd]. The product is [NH2:36][C:28]([CH2:27][CH2:26][C:13]1[CH:14]=[CH:15][C:16]([O:17][CH2:18][CH2:19][CH2:20][CH2:21][CH2:22][CH2:23][CH2:24][CH3:25])=[C:11]([C:1]23[CH2:2][CH:3]4[CH2:9][CH:7]([CH2:6][CH:5]([CH2:4]4)[CH2:10]2)[CH2:8]3)[CH:12]=1)([CH2:33][OH:32])[CH2:29][OH:30]. The yield is 0.810. (5) The reactants are Cl[C:2]1[C:11]2[C:6](=[CH:7][C:8]([O:14][CH3:15])=[C:9]([O:12][CH3:13])[CH:10]=2)[N:5]=[CH:4][CH:3]=1.[NH2:16][C:17]1[CH:18]=[N:19][C:20]2[C:25]([CH:26]=1)=[CH:24][CH:23]=[CH:22][CH:21]=2.[H-].[Na+].O. The product is [CH3:13][O:12][C:9]1[CH:10]=[C:11]2[C:6](=[CH:7][C:8]=1[O:14][CH3:15])[N:5]=[CH:4][CH:3]=[C:2]2[NH:16][C:17]1[CH:18]=[N:19][C:20]2[C:25]([CH:26]=1)=[CH:24][CH:23]=[CH:22][CH:21]=2. The yield is 0.280. The catalyst is CC(N(C)C)=O. (6) The reactants are [C:1]([O:5][C:6]1[CH:11]=[CH:10][C:9]([CH2:12][C@H:13]([NH:37]C(=O)OCC2C3C=CC=CC=3C3C2=CC=CC=3)[C:14]([N:16]([C@@H:28]([CH3:36])[CH:29]([O:33][CH2:34][CH3:35])[O:30][CH2:31][CH3:32])[CH2:17][C:18]2[C:27]3[C:22](=[CH:23][CH:24]=[CH:25][CH:26]=3)[CH:21]=[CH:20][CH:19]=2)=[O:15])=[CH:8][CH:7]=1)([CH3:4])([CH3:3])[CH3:2].N1CCCCC1. No catalyst specified. The product is [NH2:37][C@@H:13]([CH2:12][C:9]1[CH:10]=[CH:11][C:6]([O:5][C:1]([CH3:4])([CH3:3])[CH3:2])=[CH:7][CH:8]=1)[C:14]([N:16]([C@@H:28]([CH3:36])[CH:29]([O:33][CH2:34][CH3:35])[O:30][CH2:31][CH3:32])[CH2:17][C:18]1[C:27]2[C:22](=[CH:23][CH:24]=[CH:25][CH:26]=2)[CH:21]=[CH:20][CH:19]=1)=[O:15]. The yield is 0.990.